Task: Predict the product of the given reaction.. Dataset: Forward reaction prediction with 1.9M reactions from USPTO patents (1976-2016) (1) Given the reactants C([Li])CCC.[CH2:6]([O:10][CH:11]1[CH2:16][CH2:15][CH2:14][CH2:13][O:12]1)[CH2:7][C:8]#[CH:9].[CH2:17]([Sn:21](Cl)([CH2:26][CH2:27][CH2:28][CH3:29])[CH2:22][CH2:23][CH2:24][CH3:25])[CH2:18][CH2:19][CH3:20], predict the reaction product. The product is: [O:12]1[CH2:13][CH2:14][CH2:15][CH2:16][CH:11]1[O:10][CH2:6][CH2:7][C:8]#[C:9][Sn:21]([CH2:22][CH2:23][CH2:24][CH3:25])([CH2:26][CH2:27][CH2:28][CH3:29])[CH2:17][CH2:18][CH2:19][CH3:20]. (2) Given the reactants [CH:1]1([N:8](C)[C:9]2[N:14]=[C:13]([NH:15][C:16]3[CH:21]=[CH:20][C:19]([O:22][CH3:23])=[C:18]([F:24])[CH:17]=3)[N:12]=[C:11]([NH:25][CH:26]3[CH2:31][CH2:30][N:29]([CH3:32])[CH2:28][CH2:27]3)[N:10]=2)[CH2:7][CH2:6][CH2:5][CH2:4][CH2:3][CH2:2]1.[C:34]([OH:41])(=[O:40])/[CH:35]=[CH:36]\[C:37]([OH:39])=[O:38], predict the reaction product. The product is: [C:34]([OH:41])(=[O:40])/[CH:35]=[CH:36]\[C:37]([OH:39])=[O:38].[CH:1]1([NH:8][C:9]2[N:14]=[C:13]([NH:15][C:16]3[CH:21]=[CH:20][C:19]([O:22][CH3:23])=[C:18]([F:24])[CH:17]=3)[N:12]=[C:11]([N:25]([CH3:34])[CH:26]3[CH2:27][CH2:28][N:29]([CH3:32])[CH2:30][CH2:31]3)[N:10]=2)[CH2:7][CH2:6][CH2:5][CH2:4][CH2:3][CH2:2]1. (3) Given the reactants C(OC(=O)[N:7]([C:15]1[CH:20]=[N:19][C:18](I)=[C:17]([Cl:22])[N:16]=1)[CH2:8][CH:9]1[CH2:14][CH2:13][O:12][CH2:11][CH2:10]1)(C)(C)C.Cl[C:25]([F:31])([F:30])C(OC)=O.[F-:32].[K+], predict the reaction product. The product is: [Cl:22][C:17]1[N:16]=[C:15]([NH:7][CH2:8][CH:9]2[CH2:14][CH2:13][O:12][CH2:11][CH2:10]2)[CH:20]=[N:19][C:18]=1[C:25]([F:31])([F:32])[F:30]. (4) Given the reactants [Br:1][C:2]1[CH:7]=[CH:6][C:5](/[N:8]=[C:9](/[O:16][CH2:17][CH3:18])\[CH2:10][C:11]([O:13]CC)=O)=[CH:4][C:3]=1[O:19][CH3:20], predict the reaction product. The product is: [Br:1][C:2]1[CH:7]=[C:6]2[C:5](=[CH:4][C:3]=1[O:19][CH3:20])[N:8]=[C:9]([O:16][CH2:17][CH3:18])[CH:10]=[C:11]2[OH:13]. (5) Given the reactants Cl[C:2]1[CH:23]=[CH:22][C:5]([C:6]([NH:8][C:9]2[CH:14]=[CH:13][C:12]([Cl:15])=[C:11]([C:16]3[CH:21]=[CH:20][CH:19]=[CH:18][N:17]=3)[CH:10]=2)=[O:7])=[C:4]([CH3:24])[N:3]=1.[CH3:25][C@@H:26]([OH:29])[CH2:27][NH2:28], predict the reaction product. The product is: [Cl:15][C:12]1[CH:13]=[CH:14][C:9]([NH:8][C:6](=[O:7])[C:5]2[CH:22]=[CH:23][C:2]([NH:28][CH2:27][C@H:26]([OH:29])[CH3:25])=[N:3][C:4]=2[CH3:24])=[CH:10][C:11]=1[C:16]1[CH:21]=[CH:20][CH:19]=[CH:18][N:17]=1. (6) The product is: [C:1]([C:4]1([C:7]2[CH:12]=[CH:11][CH:10]=[CH:9][C:8]=2[CH2:13][CH2:14][C:15]2[C:20]([C:21]([F:22])([F:24])[F:23])=[CH:19][N:18]=[C:17]([NH:25][C:26]3[CH:31]=[CH:30][C:29]([CH:32]([NH:34][C:35](=[O:41])[O:36][C:37]([CH3:40])([CH3:39])[CH3:38])[CH3:33])=[CH:28][CH:27]=3)[N:16]=2)[CH2:6][CH2:5]1)(=[O:3])[NH2:2]. Given the reactants [C:1]([C:4]1([C:7]2[CH:12]=[CH:11][CH:10]=[CH:9][C:8]=2[C:13]#[C:14][C:15]2[C:20]([C:21]([F:24])([F:23])[F:22])=[CH:19][N:18]=[C:17]([NH:25][C:26]3[CH:31]=[CH:30][C:29]([CH:32]([NH:34][C:35](=[O:41])[O:36][C:37]([CH3:40])([CH3:39])[CH3:38])[CH3:33])=[CH:28][CH:27]=3)[N:16]=2)[CH2:6][CH2:5]1)(=[O:3])[NH2:2], predict the reaction product.